From a dataset of Reaction yield outcomes from USPTO patents with 853,638 reactions. Predict the reaction yield, written as a fraction of the theoretical maximum amount of product (1.0 means a 100% yield; for example, 0.34 means a 34% yield). (1) The reactants are [F:1][C:2]1[C:10]([CH2:11][CH2:12][C:13]2[CH:14]=[N:15][C:16]([NH:19][C:20]3[CH:25]=[CH:24][C:23]([CH2:26][N:27]4[CH2:32][CH2:31][O:30][CH2:29][CH2:28]4)=[CH:22][N:21]=3)=[N:17][CH:18]=2)=[CH:9][C:5]([C:6](O)=[O:7])=[CH:4][C:3]=1[O:33][CH3:34].Cl.CN.C[CH2:39][N:40](C(C)C)C(C)C.CN(C(ON1N=NC2C=CC=NC1=2)=[N+](C)C)C.F[P-](F)(F)(F)(F)F. The catalyst is CN(C=O)C. The product is [F:1][C:2]1[C:10]([CH2:11][CH2:12][C:13]2[CH:18]=[N:17][C:16]([NH:19][C:20]3[CH:25]=[CH:24][C:23]([CH2:26][N:27]4[CH2:28][CH2:29][O:30][CH2:31][CH2:32]4)=[CH:22][N:21]=3)=[N:15][CH:14]=2)=[CH:9][C:5]([C:6]([NH:40][CH3:39])=[O:7])=[CH:4][C:3]=1[O:33][CH3:34]. The yield is 0.347. (2) The reactants are [F:1][C:2]([F:18])([F:17])[C:3]1[S:7][C:6]([CH2:8][NH:9][C:10]([NH:12][C:13]([S:15][CH3:16])=[NH:14])=[O:11])=[CH:5][CH:4]=1.[CH:19](OCC)(OCC)OCC. The catalyst is C(O)C. The product is [CH3:16][S:15][C:13]1[N:14]=[CH:19][N:9]([CH2:8][C:6]2[S:7][C:3]([C:2]([F:1])([F:17])[F:18])=[CH:4][CH:5]=2)[C:10](=[O:11])[N:12]=1. The yield is 0.610. (3) The reactants are Cl[C:2]1[N:3]=[C:4]([N:28]([CH2:30][C:31]2[CH:36]=[CH:35][C:34]([Cl:37])=[CH:33][CH:32]=2)[CH3:29])[S:5][C:6]=1[CH:7]([C:9]1[C:17]2[C:12](=[N:13][CH:14]=[CH:15][CH:16]=2)[N:11]([Si](C(C)C)(C(C)C)C(C)C)[CH:10]=1)[OH:8].C([SiH](CC)CC)C.FC(F)(F)C(O)=O. The catalyst is C(#N)C. The product is [Cl:37][C:34]1[CH:35]=[CH:36][C:31]([CH2:30][N:28]([CH3:29])[C:4]2[S:5][C:6]([C:7]([C:9]3[C:17]4[C:12](=[N:13][CH:14]=[CH:15][CH:16]=4)[NH:11][CH:10]=3)=[O:8])=[CH:2][N:3]=2)=[CH:32][CH:33]=1. The yield is 0.300. (4) The product is [N:1]([CH2:29][CH2:28][O:27][C:24]1[CH:25]=[C:26]2[C:21](=[CH:22][CH:23]=1)[NH:20][N:19]=[C:18]2[S:15]([C:5]1[C:14]2[C:9](=[CH:10][CH:11]=[CH:12][CH:13]=2)[CH:8]=[CH:7][CH:6]=1)(=[O:16])=[O:17])=[N+:2]=[N-:3]. The yield is 0.865. The reactants are [N-:1]=[N+:2]=[N-:3].[Na+].[C:5]1([S:15]([C:18]2[C:26]3[C:21](=[CH:22][CH:23]=[C:24]([O:27][CH2:28][CH2:29]OS(C4C=CC(C)=CC=4)(=O)=O)[CH:25]=3)[NH:20][N:19]=2)(=[O:17])=[O:16])[C:14]2[C:9](=[CH:10][CH:11]=[CH:12][CH:13]=2)[CH:8]=[CH:7][CH:6]=1.O. The catalyst is CN(C=O)C. (5) The reactants are C1(C)C=CC=CC=1.[CH2:8]([C:10]1([CH2:20][CH2:21][O:22][C:23]2[CH:28]=[CH:27][N:26]=[C:25]([CH2:29][S:30][C:31]3[NH:35][C:34]4[CH:36]=[CH:37][CH:38]=[CH:39][C:33]=4[N:32]=3)[C:24]=2[CH3:40])[O:19][CH2:18][C:13]2([O:17][CH2:16][CH2:15][O:14]2)[CH2:12][O:11]1)[CH3:9].ClC1C=CC=C(C(OO)=[O:49])C=1. The catalyst is CO. The product is [CH2:8]([C:10]1([CH2:20][CH2:21][O:22][C:23]2[CH:28]=[CH:27][N:26]=[C:25]([CH2:29][S:30]([C:31]3[NH:35][C:34]4[CH:36]=[CH:37][CH:38]=[CH:39][C:33]=4[N:32]=3)=[O:49])[C:24]=2[CH3:40])[O:19][CH2:18][C:13]2([O:14][CH2:15][CH2:16][O:17]2)[CH2:12][O:11]1)[CH3:9]. The yield is 0.479. (6) The reactants are [OH-].[Na+].[N+:3]([C:6]1[CH:7]=[C:8]([OH:12])[CH:9]=[CH:10][CH:11]=1)([O-:5])=[O:4].[CH3:13][O:14][C:15]1[CH:22]=[CH:21][C:18]([CH2:19]Cl)=[CH:17][CH:16]=1. The catalyst is CN(C)C=O. The product is [CH3:13][O:14][C:15]1[CH:22]=[CH:21][C:18]([CH2:19][O:12][C:8]2[CH:9]=[CH:10][CH:11]=[C:6]([N+:3]([O-:5])=[O:4])[CH:7]=2)=[CH:17][CH:16]=1. The yield is 0.900. (7) The catalyst is C(O)C.[Pd]. The yield is 0.792. The reactants are C([O:8][C:9]1[CH:31]=[CH:30][C:29]([C:32]2[N:33]=[C:34]([CH3:37])[S:35][CH:36]=2)=[CH:28][C:10]=1[C:11]([NH:13][C:14]1[CH:19]=[C:18]([C:20]([F:23])([F:22])[F:21])[CH:17]=[C:16]([C:24]([F:27])([F:26])[F:25])[CH:15]=1)=[O:12])C1C=CC=CC=1. The product is [F:27][C:24]([F:25])([F:26])[C:16]1[CH:15]=[C:14]([NH:13][C:11](=[O:12])[C:10]2[CH:28]=[C:29]([C:32]3[N:33]=[C:34]([CH3:37])[S:35][CH:36]=3)[CH:30]=[CH:31][C:9]=2[OH:8])[CH:19]=[C:18]([C:20]([F:21])([F:22])[F:23])[CH:17]=1. (8) The reactants are [H-].[K+].[Cl:3][C:4]1[C:5]([Cl:25])=[CH:6][C:7]2[C:8]3[CH2:17][CH2:16][N:15]([C:18]([O:20][C:21]([CH3:24])([CH3:23])[CH3:22])=[O:19])[CH2:14][CH2:13][C:9]=3[NH:10][C:11]=2[CH:12]=1.Br[CH2:27][CH2:28][CH2:29][C:30]1[CH:35]=[CH:34][CH:33]=[CH:32][CH:31]=1. The catalyst is CN(C=O)C. The product is [Cl:3][C:4]1[C:5]([Cl:25])=[CH:6][C:7]2[C:8]3[CH2:17][CH2:16][N:15]([C:18]([O:20][C:21]([CH3:22])([CH3:24])[CH3:23])=[O:19])[CH2:14][CH2:13][C:9]=3[N:10]([CH2:27][CH2:28][CH2:29][C:30]3[CH:35]=[CH:34][CH:33]=[CH:32][CH:31]=3)[C:11]=2[CH:12]=1. The yield is 0.780. (9) The catalyst is O1CCOCC1.O.C1C=CC(P(C2C=CC=CC=2)[C-]2C=CC=C2)=CC=1.C1C=CC(P(C2C=CC=CC=2)[C-]2C=CC=C2)=CC=1.Cl[Pd]Cl.[Fe+2]. The reactants are Br[C:2]1[CH:3]=[C:4]([S:8]([NH:11][C:12]2[CH:20]=[CH:19][C:15]([C:16]([OH:18])=[O:17])=[C:14]([OH:21])[CH:13]=2)(=[O:10])=[O:9])[CH:5]=[CH:6][CH:7]=1.[CH2:22]([O:24][C:25]1[CH:26]=[C:27](B(O)O)[CH:28]=[CH:29][CH:30]=1)[CH3:23].C([O-])([O-])=O.[K+].[K+].C(Cl)Cl. The product is [CH2:22]([O:24][C:25]1[CH:30]=[C:29]([C:2]2[CH:7]=[CH:6][CH:5]=[C:4]([S:8]([NH:11][C:12]3[CH:20]=[CH:19][C:15]([C:16]([OH:18])=[O:17])=[C:14]([OH:21])[CH:13]=3)(=[O:10])=[O:9])[CH:3]=2)[CH:28]=[CH:27][CH:26]=1)[CH3:23]. The yield is 0.800.